Dataset: HIV replication inhibition screening data with 41,000+ compounds from the AIDS Antiviral Screen. Task: Binary Classification. Given a drug SMILES string, predict its activity (active/inactive) in a high-throughput screening assay against a specified biological target. (1) The result is 0 (inactive). The drug is O=C(Cn1ccnc1[N+](=O)[O-])N(CCO)CCO. (2) The molecule is Cc1cn(C2CC(O)C(CN=[N+]=[N-])O2)c(=O)[nH]c1=O. The result is 0 (inactive). (3) The drug is CCCCCCCCN(N=Cc1c2c(O)c3c(O)c(C)c4c(c3c1O)C(=O)C(C)(OC=CC(OC)C(C)C(OC(C)=O)C(C)C(O)C(C)C(O)C(C)C=CC=C(C)C(=O)N2)O4)C12CC3CC(CC(C3)C1)C2. The result is 0 (inactive). (4) The molecule is CC(=NO)C1CC(C)([N+](=O)[O-])CCC1(C)O. The result is 0 (inactive). (5) The drug is O=C(NN=C(c1ccccc1)c1ccccc1)C(O)=CC(=O)c1ccc(Cl)cc1. The result is 0 (inactive). (6) The result is 0 (inactive). The molecule is CS(=O)(=O)OCCCCOS(C)(=O)=O. (7) The molecule is O=C(O)c1ccc(Sc2ccccc2)cc1. The result is 0 (inactive). (8) The molecule is O=S(=O)(O)NC1CCCCC1. The result is 0 (inactive).